The task is: Regression. Given two drug SMILES strings and cell line genomic features, predict the synergy score measuring deviation from expected non-interaction effect.. This data is from NCI-60 drug combinations with 297,098 pairs across 59 cell lines. (1) Drug 1: CC1=C(C=C(C=C1)NC2=NC=CC(=N2)N(C)C3=CC4=NN(C(=C4C=C3)C)C)S(=O)(=O)N.Cl. Drug 2: CC1=CC2C(CCC3(C2CCC3(C(=O)C)OC(=O)C)C)C4(C1=CC(=O)CC4)C. Cell line: MOLT-4. Synergy scores: CSS=24.7, Synergy_ZIP=8.11, Synergy_Bliss=10.6, Synergy_Loewe=11.1, Synergy_HSA=12.3. (2) Drug 1: C1CCC(CC1)NC(=O)N(CCCl)N=O. Drug 2: CC1=C(C(CCC1)(C)C)C=CC(=CC=CC(=CC(=O)O)C)C. Cell line: NCI-H460. Synergy scores: CSS=29.5, Synergy_ZIP=-3.44, Synergy_Bliss=4.91, Synergy_Loewe=4.91, Synergy_HSA=5.21. (3) Drug 1: C1=CC(=CC=C1CC(C(=O)O)N)N(CCCl)CCCl.Cl. Drug 2: CC12CCC3C(C1CCC2O)C(CC4=C3C=CC(=C4)O)CCCCCCCCCS(=O)CCCC(C(F)(F)F)(F)F. Cell line: NCIH23. Synergy scores: CSS=12.0, Synergy_ZIP=-4.52, Synergy_Bliss=-1.30, Synergy_Loewe=-3.39, Synergy_HSA=-2.79. (4) Drug 1: C1C(C(OC1N2C=NC3=C(N=C(N=C32)Cl)N)CO)O. Drug 2: C1=CC=C(C=C1)NC(=O)CCCCCCC(=O)NO. Cell line: SF-268. Synergy scores: CSS=12.4, Synergy_ZIP=-3.80, Synergy_Bliss=2.13, Synergy_Loewe=-6.84, Synergy_HSA=-4.73. (5) Drug 1: CCC1=CC2CC(C3=C(CN(C2)C1)C4=CC=CC=C4N3)(C5=C(C=C6C(=C5)C78CCN9C7C(C=CC9)(C(C(C8N6C)(C(=O)OC)O)OC(=O)C)CC)OC)C(=O)OC.C(C(C(=O)O)O)(C(=O)O)O. Drug 2: CC(C1=C(C=CC(=C1Cl)F)Cl)OC2=C(N=CC(=C2)C3=CN(N=C3)C4CCNCC4)N. Cell line: RXF 393. Synergy scores: CSS=23.0, Synergy_ZIP=-0.782, Synergy_Bliss=0.988, Synergy_Loewe=-12.9, Synergy_HSA=2.12. (6) Synergy scores: CSS=26.8, Synergy_ZIP=-5.01, Synergy_Bliss=0.853, Synergy_Loewe=-9.88, Synergy_HSA=2.09. Drug 1: CC1C(C(CC(O1)OC2CC(CC3=C2C(=C4C(=C3O)C(=O)C5=C(C4=O)C(=CC=C5)OC)O)(C(=O)C)O)N)O.Cl. Drug 2: C1=NC(=NC(=O)N1C2C(C(C(O2)CO)O)O)N. Cell line: NCI-H460. (7) Cell line: HOP-92. Drug 2: COCCOC1=C(C=C2C(=C1)C(=NC=N2)NC3=CC=CC(=C3)C#C)OCCOC.Cl. Synergy scores: CSS=14.6, Synergy_ZIP=-2.30, Synergy_Bliss=-3.50, Synergy_Loewe=-0.950, Synergy_HSA=-0.727. Drug 1: CC1=C2C(C(=O)C3(C(CC4C(C3C(C(C2(C)C)(CC1OC(=O)C(C(C5=CC=CC=C5)NC(=O)OC(C)(C)C)O)O)OC(=O)C6=CC=CC=C6)(CO4)OC(=O)C)O)C)O. (8) Drug 1: CCN(CC)CCNC(=O)C1=C(NC(=C1C)C=C2C3=C(C=CC(=C3)F)NC2=O)C. Drug 2: CC1=C(C(=O)C2=C(C1=O)N3CC4C(C3(C2COC(=O)N)OC)N4)N. Cell line: 786-0. Synergy scores: CSS=37.9, Synergy_ZIP=-10.3, Synergy_Bliss=-1.01, Synergy_Loewe=-12.6, Synergy_HSA=0.818. (9) Drug 1: CC1CCC2CC(C(=CC=CC=CC(CC(C(=O)C(C(C(=CC(C(=O)CC(OC(=O)C3CCCCN3C(=O)C(=O)C1(O2)O)C(C)CC4CCC(C(C4)OC)OCCO)C)C)O)OC)C)C)C)OC. Drug 2: CN1C2=C(C=C(C=C2)N(CCCl)CCCl)N=C1CCCC(=O)O.Cl. Cell line: SK-OV-3. Synergy scores: CSS=21.4, Synergy_ZIP=-5.69, Synergy_Bliss=-0.508, Synergy_Loewe=-9.96, Synergy_HSA=-0.462.